This data is from Full USPTO retrosynthesis dataset with 1.9M reactions from patents (1976-2016). The task is: Predict the reactants needed to synthesize the given product. (1) Given the product [NH2:36][C:35]1[N:9]([C:3]2[CH:4]=[CH:5][C:6]([Cl:8])=[CH:7][C:2]=2[Cl:1])[N:10]=[CH:37][CH:34]=1, predict the reactants needed to synthesize it. The reactants are: [Cl:1][C:2]1[CH:7]=[C:6]([Cl:8])[CH:5]=[CH:4][C:3]=1[NH:9][NH2:10].C(N(CC([O-])=O)CC(O)=O)CN(CC([O-])=O)CC(O)=O.[Na+].[Na+].Cl[C:34](=[CH2:37])[C:35]#[N:36].S(=O)(=O)(O)O. (2) Given the product [CH3:1][C:3]([CH2:19][CH2:20][CH2:1][CH2:3][CH2:19][CH2:20][CH2:23][CH3:24])([C:16]([OH:18])=[O:17])[C:4]([OH:6])=[O:5], predict the reactants needed to synthesize it. The reactants are: [CH2:1]([C:3]([CH2:19][CH3:20])([C:16]([O-:18])=[O:17])[C:4]([O:6]C(C)CCCCCCC)=[O:5])C.[OH-].[K+].[CH2:23](O)[CH3:24]. (3) Given the product [F:31][C:32]1[CH:39]=[CH:38][C:35]([CH2:36][N:20]2[CH:19]([C:10]3[C:11]4[C:16](=[CH:15][CH:14]=[C:13]([O:17][CH3:18])[CH:12]=4)[N:8]([CH2:7][C:6]([OH:5])=[O:30])[CH:9]=3)[C:23]3[CH:24]=[CH:25][CH:26]=[CH:27][C:22]=3[S:21]2(=[O:28])=[O:29])=[CH:34][CH:33]=1, predict the reactants needed to synthesize it. The reactants are: C([O:5][C:6](=[O:30])[CH2:7][N:8]1[C:16]2[C:11](=[CH:12][C:13]([O:17][CH3:18])=[CH:14][CH:15]=2)[C:10]([CH:19]2[C:23]3[CH:24]=[CH:25][CH:26]=[CH:27][C:22]=3[S:21](=[O:29])(=[O:28])[NH:20]2)=[CH:9]1)(C)(C)C.[F:31][C:32]1[CH:39]=[CH:38][C:35]([CH2:36]Br)=[CH:34][CH:33]=1. (4) Given the product [CH2:34]([S:36]([C:39]1[CH:44]=[CH:43][C:42]([C:2]2[C:3]([NH:14][C:15]3[C:24]4[C:19](=[CH:20][C:21]([F:26])=[CH:22][C:23]=4[F:25])[N:18]=[C:17]([C:27]4[CH:32]=[CH:31][CH:30]=[CH:29][N:28]=4)[C:16]=3[CH3:33])=[CH:4][C:5]([N:8]3[CH2:13][CH2:12][O:11][CH2:10][CH2:9]3)=[N:6][CH:7]=2)=[CH:41][CH:40]=1)(=[O:37])=[O:38])[CH3:35], predict the reactants needed to synthesize it. The reactants are: Br[C:2]1[C:3]([NH:14][C:15]2[C:24]3[C:19](=[CH:20][C:21]([F:26])=[CH:22][C:23]=3[F:25])[N:18]=[C:17]([C:27]3[CH:32]=[CH:31][CH:30]=[CH:29][N:28]=3)[C:16]=2[CH3:33])=[CH:4][C:5]([N:8]2[CH2:13][CH2:12][O:11][CH2:10][CH2:9]2)=[N:6][CH:7]=1.[CH2:34]([S:36]([C:39]1[CH:44]=[CH:43][C:42](B(O)O)=[CH:41][CH:40]=1)(=[O:38])=[O:37])[CH3:35].C1(P(C2CCCCC2)C2CCCCC2)CCCCC1.[O-]P([O-])([O-])=O.[K+].[K+].[K+]. (5) Given the product [C:1]([O:5][C:6]([NH:8][C:9]1[S:17][C:16]2[C:11](=[N:12][C:13]([Cl:18])=[CH:14][CH:15]=2)[C:10]=1[C:19]([OH:21])=[O:20])=[O:7])([CH3:4])([CH3:2])[CH3:3], predict the reactants needed to synthesize it. The reactants are: [C:1]([O:5][C:6]([NH:8][C:9]1[S:17][C:16]2[C:11](=[N:12][C:13]([Cl:18])=[CH:14][CH:15]=2)[C:10]=1[C:19]([O:21]CC)=[O:20])=[O:7])([CH3:4])([CH3:3])[CH3:2].O[Li].O.